Task: Predict the reaction yield, written as a fraction of the theoretical maximum amount of product (1.0 means a 100% yield; for example, 0.34 means a 34% yield).. Dataset: Reaction yield outcomes from USPTO patents with 853,638 reactions The catalyst is C1COCC1. The yield is 0.590. The reactants are [CH3:1][N:2]([CH3:20])[C:3]1[CH:8]=[C:7]([C:9]([O:11]C)=O)[C:6]([N:13]=[C:14]=[S:15])=[CH:5][C:4]=1[C:16]([O:18]C)=[O:17].[CH3:21][O:22][C:23]1[CH:24]=[CH:25][C:26]([NH2:31])=[N:27][C:28]=1[O:29][CH3:30].[OH-].[Na+]. The product is [CH3:21][O:22][C:23]1[CH:24]=[CH:25][C:26]([N:31]2[C:9](=[O:11])[C:7]3[C:6](=[CH:5][C:4]([C:16]([OH:18])=[O:17])=[C:3]([N:2]([CH3:1])[CH3:20])[CH:8]=3)[NH:13][C:14]2=[S:15])=[N:27][C:28]=1[O:29][CH3:30].